Task: Regression. Given a peptide amino acid sequence and an MHC pseudo amino acid sequence, predict their binding affinity value. This is MHC class I binding data.. Dataset: Peptide-MHC class I binding affinity with 185,985 pairs from IEDB/IMGT (1) The peptide sequence is SIHLTKTDKK. The MHC is HLA-A68:01 with pseudo-sequence HLA-A68:01. The binding affinity (normalized) is 0.298. (2) The peptide sequence is NTKSDIDVIK. The MHC is HLA-A03:01 with pseudo-sequence HLA-A03:01. The binding affinity (normalized) is 0.166. (3) The peptide sequence is KALSKLISK. The MHC is HLA-A30:01 with pseudo-sequence HLA-A30:01. The binding affinity (normalized) is 0.607. (4) The peptide sequence is HSTYFPCF. The MHC is Mamu-B01 with pseudo-sequence Mamu-B01. The binding affinity (normalized) is 0. (5) The peptide sequence is YYKKTFSAL. The binding affinity (normalized) is 0.315. The MHC is HLA-C06:02 with pseudo-sequence HLA-C06:02. (6) The peptide sequence is STLERTSKASLER. The MHC is HLA-B40:02 with pseudo-sequence HLA-B40:02. The binding affinity (normalized) is 0.